This data is from Peptide-MHC class II binding affinity with 134,281 pairs from IEDB. The task is: Regression. Given a peptide amino acid sequence and an MHC pseudo amino acid sequence, predict their binding affinity value. This is MHC class II binding data. (1) The peptide sequence is HDKFLANVSTVLTGK. The MHC is DRB3_0202 with pseudo-sequence DRB3_0202. The binding affinity (normalized) is 0.872. (2) The peptide sequence is AYSDDKSMKVTVAFN. The MHC is HLA-DPA10201-DPB10101 with pseudo-sequence HLA-DPA10201-DPB10101. The binding affinity (normalized) is 0.159. (3) The peptide sequence is CPTDCFRKHPDATYSRCGSG. The MHC is DRB1_0101 with pseudo-sequence DRB1_0101. The binding affinity (normalized) is 0.286. (4) The peptide sequence is ASIIRLVGAVLAEQH. The MHC is DRB1_0701 with pseudo-sequence DRB1_0701. The binding affinity (normalized) is 0.705. (5) The MHC is DRB1_1001 with pseudo-sequence DRB1_1001. The binding affinity (normalized) is 0.764. The peptide sequence is FKAAVAAAAGAPPAD. (6) The peptide sequence is MYFHRRDLRLASNAI. The MHC is DRB1_1101 with pseudo-sequence DRB1_1101. The binding affinity (normalized) is 0.741. (7) The peptide sequence is KIEIDQDHQEEICEV. The MHC is HLA-DQA10101-DQB10501 with pseudo-sequence HLA-DQA10101-DQB10501. The binding affinity (normalized) is 0.391.